This data is from Catalyst prediction with 721,799 reactions and 888 catalyst types from USPTO. The task is: Predict which catalyst facilitates the given reaction. (1) Reactant: [Cl:1][C:2]1[CH:3]=[C:4]([CH:7]=[C:8]([Cl:21])[C:9]=1[O:10][C:11]1[CH:16]=[CH:15][C:14]([OH:17])=[C:13]([CH:18]([CH3:20])[CH3:19])[CH:12]=1)[CH2:5]O.B(Br)(Br)[Br:23]. Product: [Cl:1][C:2]1[CH:3]=[C:4]([CH:7]=[C:8]([Cl:21])[C:9]=1[O:10][C:11]1[CH:16]=[CH:15][C:14]([OH:17])=[C:13]([CH:18]([CH3:20])[CH3:19])[CH:12]=1)[CH2:5][Br:23]. The catalyst class is: 2. (2) Reactant: [C:1]([O:5][C:6](=[O:37])[NH:7][C@@H:8]([CH2:28][CH2:29][C:30]1[CH:35]=[CH:34][CH:33]=[CH:32][C:31]=1[NH2:36])[CH2:9][O:10][Si:11]([C:24]([CH3:27])([CH3:26])[CH3:25])([C:18]1[CH:23]=[CH:22][CH:21]=[CH:20][CH:19]=1)[C:12]1[CH:17]=[CH:16][CH:15]=[CH:14][CH:13]=1)([CH3:4])([CH3:3])[CH3:2].[CH3:38][O:39][C:40]([NH:42][C@H:43]([C:57](O)=[O:58])[CH:44]([C:51]1[CH:56]=[CH:55][CH:54]=[CH:53][CH:52]=1)[C:45]1[CH:50]=[CH:49][CH:48]=[CH:47][CH:46]=1)=[O:41].CN(C(ON1N=NC2C=CC=NC1=2)=[N+](C)C)C.F[P-](F)(F)(F)(F)F. Product: [CH3:38][O:39][C:40](=[O:41])[NH:42][C@@H:43]([CH:44]([C:45]1[CH:46]=[CH:47][CH:48]=[CH:49][CH:50]=1)[C:51]1[CH:52]=[CH:53][CH:54]=[CH:55][CH:56]=1)[C:57]([NH:36][C:31]1[CH:32]=[CH:33][CH:34]=[CH:35][C:30]=1[CH2:29][CH2:28][C@H:8]([NH:7][C:6]([O:5][C:1]([CH3:2])([CH3:3])[CH3:4])=[O:37])[CH2:9][O:10][Si:11]([C:24]([CH3:27])([CH3:26])[CH3:25])([C:12]1[CH:17]=[CH:16][CH:15]=[CH:14][CH:13]=1)[C:18]1[CH:19]=[CH:20][CH:21]=[CH:22][CH:23]=1)=[O:58]. The catalyst class is: 142. (3) Reactant: [CH:1]1([N:4]([CH2:11][CH2:12][OH:13])[S:5]([CH2:8][CH2:9][CH3:10])(=[O:7])=[O:6])[CH2:3][CH2:2]1.[CH2:14]([S:17](Cl)(=[O:19])=[O:18])[CH2:15][CH3:16]. Product: [CH:1]1([N:4]([S:5]([CH2:8][CH2:9][CH3:10])(=[O:7])=[O:6])[CH2:11][CH2:12][O:13][S:17]([CH2:14][CH2:15][CH3:16])(=[O:19])=[O:18])[CH2:3][CH2:2]1. The catalyst class is: 64.